This data is from Peptide-MHC class I binding affinity with 185,985 pairs from IEDB/IMGT. The task is: Regression. Given a peptide amino acid sequence and an MHC pseudo amino acid sequence, predict their binding affinity value. This is MHC class I binding data. (1) The peptide sequence is WYETVKVNY. The MHC is HLA-A69:01 with pseudo-sequence HLA-A69:01. The binding affinity (normalized) is 0.0847. (2) The peptide sequence is CEPEPDVAV. The MHC is Patr-B2401 with pseudo-sequence Patr-B2401. The binding affinity (normalized) is 0.333. (3) The peptide sequence is IQDEIVAAY. The binding affinity (normalized) is 0.248. The MHC is HLA-B15:02 with pseudo-sequence HLA-B15:02. (4) The peptide sequence is KHVGLITCK. The MHC is HLA-A11:01 with pseudo-sequence HLA-A11:01. The binding affinity (normalized) is 0. (5) The peptide sequence is SKFWYLEHAK. The MHC is HLA-A11:01 with pseudo-sequence HLA-A11:01. The binding affinity (normalized) is 0.209. (6) The peptide sequence is YLYLTFYFT. The MHC is HLA-A02:02 with pseudo-sequence HLA-A02:02. The binding affinity (normalized) is 0.890. (7) The peptide sequence is SSPASFEK. The MHC is H-2-Kb with pseudo-sequence H-2-Kb. The binding affinity (normalized) is 0. (8) The peptide sequence is WAANELDRFGL. The MHC is Mamu-A02 with pseudo-sequence Mamu-A02. The binding affinity (normalized) is 0.230.